Dataset: Peptide-MHC class II binding affinity with 134,281 pairs from IEDB. Task: Regression. Given a peptide amino acid sequence and an MHC pseudo amino acid sequence, predict their binding affinity value. This is MHC class II binding data. (1) The peptide sequence is ASTVHATATIPLQAS. The MHC is DRB1_1501 with pseudo-sequence DRB1_1501. The binding affinity (normalized) is 0.449. (2) The peptide sequence is DVTITAPGDSPNTDG. The MHC is HLA-DQA10501-DQB10301 with pseudo-sequence HLA-DQA10501-DQB10301. The binding affinity (normalized) is 0.346. (3) The peptide sequence is LVNLLIFHINGKIIKNS. The MHC is DRB5_0101 with pseudo-sequence DRB5_0101. The binding affinity (normalized) is 0.440. (4) The peptide sequence is TAKAPGLVPKLDAAY. The MHC is HLA-DPA10301-DPB10402 with pseudo-sequence HLA-DPA10301-DPB10402. The binding affinity (normalized) is 0.183. (5) The peptide sequence is FETNVSHNVQGATVA. The MHC is HLA-DQA10201-DQB10202 with pseudo-sequence HLA-DQA10201-DQB10202. The binding affinity (normalized) is 0.200. (6) The peptide sequence is ILVQAGEAETMTPSG. The MHC is DRB1_0401 with pseudo-sequence DRB1_0401. The binding affinity (normalized) is 0.